This data is from Catalyst prediction with 721,799 reactions and 888 catalyst types from USPTO. The task is: Predict which catalyst facilitates the given reaction. (1) Reactant: F[C:2]1[CH:7]=[CH:6][CH:5]=[C:4]([F:8])[C:3]=1[N+:9]([O-:11])=[O:10].C(N(C(C)C)CC)(C)C.Cl.[CH3:22][O:23][CH2:24][CH2:25][CH2:26][CH2:27][NH2:28]. Product: [F:8][C:4]1[C:3]([N+:9]([O-:11])=[O:10])=[C:2]([CH:7]=[CH:6][CH:5]=1)[NH:28][CH2:27][CH2:26][CH2:25][CH2:24][O:23][CH3:22]. The catalyst class is: 10. (2) Reactant: Br[C:2]1[C:11]2[C:6](=[CH:7][CH:8]=[C:9]([Br:12])[CH:10]=2)[C:5](=[O:13])[N:4]([C:14]2[CH:19]=[CH:18][C:17]([C:20]([CH3:23])([CH3:22])[CH3:21])=[CH:16][CH:15]=2)[N:3]=1.[C:24]([N:28]1[C:32]([NH2:33])=[CH:31][C:30]([CH3:34])=[N:29]1)([CH3:27])([CH3:26])[CH3:25].C(=O)([O-])[O-].[Cs+].[Cs+].C1(P(C2C=CC=CC=2)C2C3OC4C(=CC=CC=4P(C4C=CC=CC=4)C4C=CC=CC=4)C(C)(C)C=3C=CC=2)C=CC=CC=1. Product: [Br:12][C:9]1[CH:10]=[C:11]2[C:6](=[CH:7][CH:8]=1)[C:5](=[O:13])[N:4]([C:14]1[CH:19]=[CH:18][C:17]([C:20]([CH3:22])([CH3:23])[CH3:21])=[CH:16][CH:15]=1)[N:3]=[C:2]2[NH:33][C:32]1[N:28]([C:24]([CH3:27])([CH3:26])[CH3:25])[N:29]=[C:30]([CH3:34])[CH:31]=1. The catalyst class is: 110. (3) Reactant: [Cl:1][C:2]1[CH:7]=[CH:6][C:5]([Cl:8])=[CH:4][C:3]=1[C@H:9]([N:11]1[C:19](=[O:20])[NH:18][C:17]2[C:12]1=[N:13][C:14]([NH:21][CH2:22][C@@H:23]1[CH2:27][CH2:26][N:25](C(OC(C)(C)C)=O)[CH2:24]1)=[N:15][CH:16]=2)[CH3:10]. Product: [Cl:1][C:2]1[CH:7]=[CH:6][C:5]([Cl:8])=[CH:4][C:3]=1[C@H:9]([N:11]1[C:19](=[O:20])[NH:18][C:17]2[C:12]1=[N:13][C:14]([NH:21][CH2:22][C@@H:23]1[CH2:27][CH2:26][NH:25][CH2:24]1)=[N:15][CH:16]=2)[CH3:10]. The catalyst class is: 157. (4) Reactant: CC([Mg]Cl)C.Br[C:7]1[CH:12]=[CH:11][C:10]([F:13])=[C:9]([F:14])[C:8]=1[CH3:15].[C:16](=[O:18])=[O:17].Cl. Product: [F:14][C:9]1[C:8]([CH3:15])=[C:7]([CH:12]=[CH:11][C:10]=1[F:13])[C:16]([OH:18])=[O:17]. The catalyst class is: 20.